From a dataset of Peptide-MHC class II binding affinity with 134,281 pairs from IEDB. Regression. Given a peptide amino acid sequence and an MHC pseudo amino acid sequence, predict their binding affinity value. This is MHC class II binding data. (1) The peptide sequence is SYSSAVPLLCSYFFEAEPRQ. The MHC is H-2-IAb with pseudo-sequence H-2-IAb. The binding affinity (normalized) is 0.636. (2) The peptide sequence is IEEAPEMPALYEKKL. The MHC is HLA-DQA10501-DQB10303 with pseudo-sequence HLA-DQA10501-DQB10303. The binding affinity (normalized) is 0. (3) The peptide sequence is KKEEKKESGDAASGA. The MHC is HLA-DPA10201-DPB10101 with pseudo-sequence HLA-DPA10201-DPB10101. The binding affinity (normalized) is 0.0490. (4) The peptide sequence is VQTAVDFGNSYIAEM. The MHC is DRB1_1101 with pseudo-sequence DRB1_1101. The binding affinity (normalized) is 0. (5) The peptide sequence is VSTFSSGLVWGQKYF. The MHC is DRB1_0701 with pseudo-sequence DRB1_0701. The binding affinity (normalized) is 0.383. (6) The peptide sequence is LENGKLILQRNIGLEIKDVQI. The MHC is DRB1_0401 with pseudo-sequence DRB1_0401. The binding affinity (normalized) is 0.820. (7) The peptide sequence is NLCVERVLDCRTAFK. The MHC is DRB1_0301 with pseudo-sequence DRB1_0301. The binding affinity (normalized) is 0.592. (8) The peptide sequence is KFDSALARKHIARELH. The MHC is DRB1_1302 with pseudo-sequence DRB1_1302. The binding affinity (normalized) is 0.129. (9) The peptide sequence is KKLAQAVMEMTYKNK. The MHC is DRB3_0202 with pseudo-sequence DRB3_0202. The binding affinity (normalized) is 0.400.